From a dataset of Reaction yield outcomes from USPTO patents with 853,638 reactions. Predict the reaction yield, written as a fraction of the theoretical maximum amount of product (1.0 means a 100% yield; for example, 0.34 means a 34% yield). (1) The reactants are [F:1][C:2]1[CH:30]=[C:29]([C:31]([N:33]2[CH2:36][CH:35]([O:37]C3CCCCO3)[CH2:34]2)=[O:32])[CH:28]=[CH:27][C:3]=1[O:4][C:5]1[CH:6]=[C:7]([C:17]2[NH:21][C:20]([C:22]3[S:23][CH:24]=[CH:25][N:26]=3)=[CH:19][CH:18]=2)[CH:8]=[C:9]([O:11][C@@H:12]([CH3:16])[CH2:13][O:14][CH3:15])[CH:10]=1.C12(CS(O)(=O)=O)C(C)(C)C(CC1)CC2=O.C(N(CC)CC)C. The catalyst is CO. The product is [F:1][C:2]1[CH:30]=[C:29]([CH:28]=[CH:27][C:3]=1[O:4][C:5]1[CH:6]=[C:7]([C:17]2[NH:21][C:20]([C:22]3[S:23][CH:24]=[CH:25][N:26]=3)=[CH:19][CH:18]=2)[CH:8]=[C:9]([O:11][C@@H:12]([CH3:16])[CH2:13][O:14][CH3:15])[CH:10]=1)[C:31]([N:33]1[CH2:34][CH:35]([OH:37])[CH2:36]1)=[O:32]. The yield is 0.650. (2) The reactants are [N:1]1[C:2]([C:10]([OH:12])=[O:11])=[CH:3][N:4]2[CH:9]=[CH:8][CH:7]=[CH:6][C:5]=12. The catalyst is C(O)C.[Pt]=O. The product is [N:1]1[C:2]([C:10]([OH:12])=[O:11])=[CH:3][N:4]2[CH2:9][CH2:8][CH2:7][CH2:6][C:5]=12. The yield is 0.970. (3) The reactants are [CH:1]([C:3]1[CH:8]=[CH:7][C:6]([N:9]2[CH:13]=[N:12][CH:11]=[N:10]2)=[CH:5][CH:4]=1)=[CH2:2].[Li][CH2:15]CCC.CI. The catalyst is C1COCC1. The product is [CH3:15][C:13]1[N:9]([C:6]2[CH:5]=[CH:4][C:3]([CH:1]=[CH2:2])=[CH:8][CH:7]=2)[N:10]=[CH:11][N:12]=1. The yield is 0.460. (4) The reactants are C([O:3][C:4]([C:6]1[S:7][C:8]([O:19][C:20]2[CH:25]=[CH:24][C:23]([OH:26])=[CH:22][CH:21]=2)=[C:9]2[C:17]3[N:16]([CH3:18])[N:15]=[CH:14][C:13]=3[CH2:12][CH2:11][C:10]=12)=O)C.Cl.Cl[CH2:29][C:30]1[CH:39]=[CH:38][C:37]2[C:32](=[CH:33][CH:34]=[CH:35][CH:36]=2)[N:31]=1.C(=O)([O-])[O-].[K+].[K+].C[N:47](C=O)C. No catalyst specified. The product is [CH3:18][N:16]1[C:17]2[C:9]3=[C:8]([O:19][C:20]4[CH:21]=[CH:22][C:23]([O:26][CH2:29][C:30]5[CH:39]=[CH:38][C:37]6[C:32](=[CH:33][CH:34]=[CH:35][CH:36]=6)[N:31]=5)=[CH:24][CH:25]=4)[S:7][C:6]([C:4]([NH2:47])=[O:3])=[C:10]3[CH2:11][CH2:12][C:13]=2[CH:14]=[N:15]1. The yield is 0.920. (5) The reactants are [Br:1]Br.[F:3][CH:4]1[CH2:12][CH2:11][C:7]2[S:8][CH:9]=[CH:10][C:6]=2[C:5]1=[O:13].S([O-])([O-])(=O)=S.[Na+].[Na+]. The catalyst is C(Cl)(Cl)(Cl)Cl.C(OCC)C. The product is [Br:1][C:4]1([F:3])[CH2:12][CH2:11][C:7]2[S:8][CH:9]=[CH:10][C:6]=2[C:5]1=[O:13]. The yield is 0.490.